Task: Predict the product of the given reaction.. Dataset: Forward reaction prediction with 1.9M reactions from USPTO patents (1976-2016) (1) Given the reactants Br[C:2]1[CH:11]=[CH:10][C:5]([C:6]([O:8][CH3:9])=[O:7])=[CH:4][CH:3]=1.C(B(CC)[C:15]1[CH:16]=[N:17][CH:18]=[CH:19][CH:20]=1)C.[OH-].[K+].[Cl-].[NH4+], predict the reaction product. The product is: [N:17]1[CH:18]=[CH:19][CH:20]=[C:15]([C:2]2[CH:11]=[CH:10][C:5]([C:6]([O:8][CH3:9])=[O:7])=[CH:4][CH:3]=2)[CH:16]=1. (2) Given the reactants Br[C:2]1[C:3]([CH:14]([F:16])[F:15])=[N:4][N:5]([CH:8]2[CH2:13][CH2:12][CH2:11][CH2:10][O:9]2)[C:6]=1[CH3:7].[O:17]1CCC[CH2:18]1.C([Li])CCC.CN(C)C=O, predict the reaction product. The product is: [F:15][CH:14]([F:16])[C:3]1[C:2]([CH:18]=[O:17])=[C:6]([CH3:7])[N:5]([CH:8]2[CH2:13][CH2:12][CH2:11][CH2:10][O:9]2)[N:4]=1.